Dataset: Forward reaction prediction with 1.9M reactions from USPTO patents (1976-2016). Task: Predict the product of the given reaction. (1) Given the reactants [ClH:1].Cl.Cl[C:4]1[CH:9]=[CH:8][C:7]([C:10]2[S:18][C:17]3[C:16](=[O:19])[N:15]([CH2:20][CH2:21][C:22]4[CH:27]=[CH:26][C:25]([CH2:28][NH:29][CH3:30])=[CH:24][CH:23]=4)[CH:14]=[N:13][C:12]=3[CH:11]=2)=[CH:6][CH:5]=1.[CH3:31][N:32]([CH3:36])[C:33](Cl)=[O:34].C(N(CC)CC)C.O1CCCC1, predict the reaction product. The product is: [Cl:1][C:4]1[CH:9]=[CH:8][C:7]([C:10]2[S:18][C:17]3[C:16](=[O:19])[N:15]([CH2:20][CH2:21][C:22]4[CH:27]=[CH:26][C:25]([CH2:28][N:29]([CH3:30])[C:33]([N:32]([CH3:36])[CH3:31])=[O:34])=[CH:24][CH:23]=4)[CH:14]=[N:13][C:12]=3[CH:11]=2)=[CH:6][CH:5]=1. (2) The product is: [Cl:1][C:2]1[CH:11]=[CH:10][CH:9]=[C:8]([Cl:12])[C:3]=1[C:4]1[CH:9]=[C:10]([C:11]2[CH:2]=[C:3]([CH2:26][C:25]([NH:24][CH2:23][CH2:22][S:19]([C:13]3[CH:14]=[CH:15][CH:16]=[CH:17][CH:18]=3)(=[O:21])=[O:20])=[O:27])[CH:4]=[CH:33][CH:34]=2)[O:6][N:5]=1. Given the reactants [Cl:1][C:2]1[CH:11]=[CH:10][CH:9]=[C:8]([Cl:12])[C:3]=1[C:4](Cl)=[N:5][OH:6].[C:13]1([S:19]([CH2:22][CH2:23][NH:24][C:25](=[O:27])[CH3:26])(=[O:21])=[O:20])[CH:18]=[CH:17][CH:16]=[CH:15][CH:14]=1.C(N([CH2:33][CH3:34])CC)C, predict the reaction product. (3) Given the reactants C([O:5][C:6]([NH:8][C@H:9](C1C=CC=CC=1)[C@@H:10]([O:13][C:14]([CH3:17])([CH3:16])[CH3:15])[CH2:11][CH3:12])=O)(C)(C)C.[C:24]([O-:27])(O)=[O:25].[Na+].CCOC(C)=O.C(O)(=O)[CH2:36][C:37]([CH2:42]C(O)=O)([C:39](O)=O)O.C(Cl)(Cl)(Cl)Cl.CC#N.[OH2:56], predict the reaction product. The product is: [C:37]([O:56][C:6]([NH:8][C@H:9]([C:24]([OH:27])=[O:25])[C@@H:10]([O:13][C:14]([CH3:17])([CH3:15])[CH3:16])[CH2:11][CH3:12])=[O:5])([CH3:42])([CH3:39])[CH3:36].